Dataset: Reaction yield outcomes from USPTO patents with 853,638 reactions. Task: Predict the reaction yield, written as a fraction of the theoretical maximum amount of product (1.0 means a 100% yield; for example, 0.34 means a 34% yield). (1) The yield is 0.928. The product is [F:1][C:2]1[CH:11]=[CH:10][C:9]2[CH:8]([NH:12][C:13]3[CH:21]=[CH:20][CH:19]=[C:18]4[C:14]=3[CH:15]=[N:16][NH:17]4)[C:7]([C:23]([F:25])([F:26])[F:24])([OH:22])[CH2:6][C:5]([CH3:27])([CH3:28])[C:4]=2[C:3]=1[OH:29]. The catalyst is ClCCl. The reactants are [F:1][C:2]1[C:3]([O:29]C)=[C:4]2[C:9](=[CH:10][CH:11]=1)[CH:8]([NH:12][C:13]1[CH:21]=[CH:20][CH:19]=[C:18]3[C:14]=1[CH:15]=[N:16][NH:17]3)[C:7]([C:23]([F:26])([F:25])[F:24])([OH:22])[CH2:6][C:5]2([CH3:28])[CH3:27].B(Br)(Br)Br.C(=O)(O)[O-].[Na+]. (2) The reactants are C([O:4][C@H:5]1[CH2:22][CH2:21][C@@:20]2([CH3:23])[C@@H:7]([CH2:8][CH2:9][C@:10]3([CH3:42])[C@@H:19]2[CH2:18][CH2:17][C@H:16]2[C@@:11]3([CH3:41])[CH2:12][CH2:13][C@@:14]3([C:31]([N:33]4[CH2:38][CH2:37][CH:36]([O:39][CH3:40])[CH2:35][CH2:34]4)=[O:32])[CH2:26][CH2:25][C@@H:24]([C:27]4([CH3:30])[CH2:29][CH2:28]4)[C@@H:15]32)[C:6]1([CH3:44])[CH3:43])(=O)C.[OH-].[Na+]. The catalyst is O1CCOCC1. The product is [OH:4][C@H:5]1[CH2:22][CH2:21][C@@:20]2([CH3:23])[C@@H:7]([CH2:8][CH2:9][C@:10]3([CH3:42])[C@@H:19]2[CH2:18][CH2:17][C@H:16]2[C@@:11]3([CH3:41])[CH2:12][CH2:13][C@@:14]3([C:31]([N:33]4[CH2:34][CH2:35][CH:36]([O:39][CH3:40])[CH2:37][CH2:38]4)=[O:32])[CH2:26][CH2:25][C@@H:24]([C:27]4([CH3:30])[CH2:29][CH2:28]4)[C@@H:15]32)[C:6]1([CH3:44])[CH3:43]. The yield is 0.735. (3) The reactants are [OH:1][CH2:2][CH2:3][C:4]1([CH3:17])[CH2:9][CH2:8][N:7]([C:10]([O:12][C:13]([CH3:16])([CH3:15])[CH3:14])=[O:11])[CH2:6][CH2:5]1.C(N(CC)CC)C.[C:25]1([CH3:35])[CH:30]=[CH:29][C:28]([S:31](Cl)(=[O:33])=[O:32])=[CH:27][CH:26]=1. The catalyst is ClCCl. The product is [CH3:17][C:4]1([CH2:3][CH2:2][O:1][S:31]([C:28]2[CH:29]=[CH:30][C:25]([CH3:35])=[CH:26][CH:27]=2)(=[O:33])=[O:32])[CH2:5][CH2:6][N:7]([C:10]([O:12][C:13]([CH3:16])([CH3:15])[CH3:14])=[O:11])[CH2:8][CH2:9]1. The yield is 0.770. (4) The reactants are [OH:1][C:2]([CH3:19])([CH3:18])[CH2:3][C:4]1[CH:9]=[CH:8][N:7]=[C:6]([NH:10][C:11](=[O:17])[O:12][C:13]([CH3:16])([CH3:15])[CH3:14])[CH:5]=1.[H-].[Na+].F[C:23]1[C:32]2[C:27](=[CH:28][CH:29]=[CH:30][CH:31]=2)[C:26]([N+:33]([O-:35])=[O:34])=[CH:25][CH:24]=1. The catalyst is CN(C=O)C. The product is [CH3:18][C:2]([O:1][C:23]1[C:32]2[C:27](=[CH:28][CH:29]=[CH:30][CH:31]=2)[C:26]([N+:33]([O-:35])=[O:34])=[CH:25][CH:24]=1)([CH3:19])[CH2:3][C:4]1[CH:9]=[CH:8][N:7]=[C:6]([NH:10][C:11](=[O:17])[O:12][C:13]([CH3:14])([CH3:16])[CH3:15])[CH:5]=1. The yield is 0.150. (5) The reactants are [OH:1][C:2]1[CH:7]=[C:6]([OH:8])[CH:5]=[CH:4][C:3]=1[C:9](=[O:18])[CH2:10][C:11]1[CH:16]=[CH:15][C:14]([OH:17])=[CH:13][CH:12]=1.[F:19][C:20]([F:31])([F:30])[C:21](O[C:21](=O)[C:20]([F:31])([F:30])[F:19])=O.O.Cl. The catalyst is C(N(CC)CC)C. The product is [OH:8][C:6]1[CH:7]=[C:2]2[C:3]([C:9](=[O:18])[C:10]([C:11]3[CH:16]=[CH:15][C:14]([OH:17])=[CH:13][CH:12]=3)=[C:21]([C:20]([F:31])([F:30])[F:19])[O:1]2)=[CH:4][CH:5]=1. The yield is 1.00.